This data is from Forward reaction prediction with 1.9M reactions from USPTO patents (1976-2016). The task is: Predict the product of the given reaction. (1) The product is: [C:1]([O:5][C:6]([N:8]1[CH2:9][CH2:10][CH:11]([CH2:14][N:15]([CH:19]2[CH2:28][CH2:27][C:26]3[C:21](=[CH:22][C:23]([O:29][S:43]([C:42]4[C:38]([CH3:37])=[N:39][O:40][C:41]=4[CH3:47])(=[O:45])=[O:44])=[CH:24][CH:25]=3)[CH2:20]2)[CH2:16][CH2:17][CH3:18])[CH2:12][CH2:13]1)=[O:7])([CH3:2])([CH3:3])[CH3:4]. Given the reactants [C:1]([O:5][C:6]([N:8]1[CH2:13][CH2:12][CH:11]([CH2:14][N:15]([CH:19]2[CH2:28][CH2:27][C:26]3[C:21](=[CH:22][C:23]([OH:29])=[CH:24][CH:25]=3)[CH2:20]2)[CH2:16][CH2:17][CH3:18])[CH2:10][CH2:9]1)=[O:7])([CH3:4])([CH3:3])[CH3:2].C(N(CC)CC)C.[CH3:37][C:38]1[C:42]([S:43](Cl)(=[O:45])=[O:44])=[C:41]([CH3:47])[O:40][N:39]=1, predict the reaction product. (2) Given the reactants [CH:1]1(P([CH:1]2[CH2:6][CH2:5][CH2:4][CH2:3][CH2:2]2)C2C=CC=CC=2C2C(OC)=CC=CC=2OC)[CH2:6][CH2:5][CH2:4][CH2:3][CH2:2]1.[C:30]1(C)C=CC=CC=1.C1(C)C=CC=CC=1B(O)O.Br[C:48]1[N:52]([C:53]2[CH:58]=[CH:57][C:56]([C:59]([CH3:62])([CH3:61])[CH3:60])=[CH:55][CH:54]=2)[C:51]([C:63]2[CH:68]=[CH:67][CH:66]=[CH:65][CH:64]=2)=[N:50][N:49]=1, predict the reaction product. The product is: [C:59]([C:56]1[CH:57]=[CH:58][C:53]([N:52]2[C:51]([C:63]3[CH:68]=[CH:67][CH:66]=[CH:65][C:64]=3[CH3:30])=[N:50][N:49]=[C:48]2[C:1]2[CH:6]=[CH:5][CH:4]=[CH:3][CH:2]=2)=[CH:54][CH:55]=1)([CH3:62])([CH3:61])[CH3:60]. (3) Given the reactants [Cl:1][C:2]1[CH:3]=[C:4]([CH:14]=[CH:15][C:16]=1[Cl:17])[CH2:5][N:6]1[CH2:11][CH2:10][O:9][CH:8]([CH2:12][NH2:13])[CH2:7]1.[S:18]1[CH:22]=[CH:21][C:20]([CH2:23][C:24](O)=[O:25])=[CH:19]1, predict the reaction product. The product is: [Cl:1][C:2]1[CH:3]=[C:4]([CH:14]=[CH:15][C:16]=1[Cl:17])[CH2:5][N:6]1[CH2:11][CH2:10][O:9][CH:8]([CH2:12][NH:13][C:24](=[O:25])[CH2:23][C:20]2[CH:21]=[CH:22][S:18][CH:19]=2)[CH2:7]1. (4) Given the reactants [CH3:1][C:2]([OH:12])([CH2:5][CH2:6][C:7]([CH3:11])=[C:8]([CH3:10])[CH3:9])[C:3]#[CH:4].C1(C)C=CC(S(O)(=O)=O)=CC=1.[C:24](OC(=O)C)(=[O:26])[CH3:25], predict the reaction product. The product is: [C:24]([O:12][C:2]([CH3:1])([CH2:5][CH2:6][C:7]([CH3:11])=[C:8]([CH3:10])[CH3:9])[C:3]#[CH:4])(=[O:26])[CH3:25]. (5) Given the reactants [CH3:1][C:2]([CH3:35])([CH3:34])[C:3](=[O:33])[CH2:4][O:5][C:6]1[CH:11]=[CH:10][C:9]([C:12]([C:17]2[CH:22]=[CH:21][C:20](OS(C(F)(F)F)(=O)=O)=[C:19]([CH3:31])[CH:18]=2)([CH2:15][CH3:16])[CH2:13][CH3:14])=[CH:8][C:7]=1[CH3:32].C([O-])(=O)C.[K+].[B:50]1([B:50]2[O:54][C:53]([CH3:56])([CH3:55])[C:52]([CH3:58])([CH3:57])[O:51]2)[O:54][C:53]([CH3:56])([CH3:55])[C:52]([CH3:58])([CH3:57])[O:51]1, predict the reaction product. The product is: [CH2:13]([C:12]([C:9]1[CH:10]=[CH:11][C:6]([O:5][CH2:4][C:3](=[O:33])[C:2]([CH3:1])([CH3:35])[CH3:34])=[C:7]([CH3:32])[CH:8]=1)([C:17]1[CH:22]=[CH:21][C:20]([B:50]2[O:51][C:52]([CH3:57])([CH3:58])[C:53]([CH3:55])([CH3:56])[O:54]2)=[C:19]([CH3:31])[CH:18]=1)[CH2:15][CH3:16])[CH3:14]. (6) The product is: [CH3:1][O:2][CH2:3][C@@:4]12[C@@H:21]3[C@H:12]([C@H:13]4[C@@:17]([CH2:19][CH2:20]3)([CH3:18])[C@@H:16]([CH2:22][OH:36])[CH2:15][CH2:14]4)[CH2:11][CH2:10][C@H:9]1[CH2:8][C@H:7]([O:23][CH2:24][O:25][CH3:26])[CH2:6][CH2:5]2. Given the reactants [CH3:1][O:2][CH2:3][C@@:4]12[C@@H:21]3[C@H:12]([C@H:13]4[C@@:17]([CH2:19][CH2:20]3)([CH3:18])[C:16](=[CH2:22])[CH2:15][CH2:14]4)[CH2:11][CH2:10][C@H:9]1[CH2:8][C@H:7]([O:23][CH2:24][O:25][CH3:26])[CH2:6][CH2:5]2.B1C2CCCC1CCC2.[OH:36]O.[OH-].[Na+], predict the reaction product. (7) The product is: [CH:35]1[C:36]2[N:37]([C:43]3[CH:48]=[CH:47][CH:46]=[C:45]([N:51]4[C:5]5[CH:10]=[CH:9][CH:8]=[CH:7][C:4]=5[C:11]5[C:12]4=[CH:13][CH:14]=[CH:15][CH:16]=5)[CH:44]=3)[C:38]3[C:30](=[CH:29][CH:28]=[CH:27][CH:26]=3)[C:31]=2[CH:32]=[CH:33][CH:34]=1. Given the reactants CC1(P(C(C)(C)C)C(C)(C)C)[C:4]([C:11]2[CH:16]=[CH:15][CH:14]=[CH:13][CH:12]=2)([C:5]2[CH:10]=[CH:9][CH:8]=[CH:7]C=2)C1.[CH:26]1[C:38]2[NH:37][C:36]3[C:31](=[CH:32][CH:33]=[CH:34][CH:35]=3)[C:30]=2[CH:29]=[CH:28][CH:27]=1.C[Mg]Cl.Cl[C:43]1[CH:48]=[CH:47][CH:46]=[C:45](Cl)[CH:44]=1.[Cl-].[NH4+:51], predict the reaction product.